Dataset: Forward reaction prediction with 1.9M reactions from USPTO patents (1976-2016). Task: Predict the product of the given reaction. (1) The product is: [NH:9]1[CH2:10][CH:11]=[C:7]([O:6][S:3]([C:2]([F:1])([F:20])[F:21])(=[O:4])=[O:5])[CH2:8]1. Given the reactants [F:1][C:2]([F:21])([F:20])[S:3]([O:6][C:7]1[CH2:8][N:9](NC(OC(C)(C)C)=O)[CH2:10][CH:11]=1)(=[O:5])=[O:4].FC(F)(F)S(NC1C=CC=CC=1)(=O)=O.Cl, predict the reaction product. (2) Given the reactants [C:1]([O:5][C:6]([NH:8][C:9]1[CH:14]=[CH:13][C:12]([C:15]2[S:16][CH:17]=[CH:18][CH:19]=2)=[CH:11][C:10]=1[NH:20][C:21]([C:23]1[CH:32]=[CH:31][C:26]([C:27](OC)=[O:28])=[CH:25][CH:24]=1)=[O:22])=[O:7])([CH3:4])([CH3:3])[CH3:2].[Li+].[BH4-], predict the reaction product. The product is: [OH:28][CH2:27][C:26]1[CH:31]=[CH:32][C:23]([C:21]([NH:20][C:10]2[CH:11]=[C:12]([C:15]3[S:16][CH:17]=[CH:18][CH:19]=3)[CH:13]=[CH:14][C:9]=2[NH:8][C:6](=[O:7])[O:5][C:1]([CH3:2])([CH3:3])[CH3:4])=[O:22])=[CH:24][CH:25]=1.